Task: Predict the reactants needed to synthesize the given product.. Dataset: Full USPTO retrosynthesis dataset with 1.9M reactions from patents (1976-2016) Given the product [N+:1]([C:4]1[CH:5]=[C:6]2[C:10](=[CH:11][CH:12]=1)[NH:9][N:8]=[C:7]2[C:13]([O:15][CH2:16][CH3:17])=[O:14])([O-:3])=[O:2], predict the reactants needed to synthesize it. The reactants are: [N+:1]([C:4]1[CH:5]=[C:6]2[C:10](=[CH:11][CH:12]=1)[NH:9][N:8]=[C:7]2[C:13]([OH:15])=[O:14])([O-:3])=[O:2].[CH3:16][C:17]1C([N+]([O-])=O)=CC=CC=1C(O)=O.N1C2C(=CC=CC=2)C(C(OCC)=O)=N1.[N+]([O-])(O)=O.